From a dataset of Peptide-MHC class I binding affinity with 185,985 pairs from IEDB/IMGT. Regression. Given a peptide amino acid sequence and an MHC pseudo amino acid sequence, predict their binding affinity value. This is MHC class I binding data. (1) The peptide sequence is SEAPNAKEEI. The binding affinity (normalized) is 0.0563. The MHC is HLA-B18:01 with pseudo-sequence HLA-B18:01. (2) The peptide sequence is MPVGGQSSF. The MHC is HLA-A01:01 with pseudo-sequence HLA-A01:01. The binding affinity (normalized) is 0.0847. (3) The peptide sequence is KTEHCDDFMT. The MHC is HLA-A02:06 with pseudo-sequence HLA-A02:06. The binding affinity (normalized) is 0.135.